Dataset: Reaction yield outcomes from USPTO patents with 853,638 reactions. Task: Predict the reaction yield, written as a fraction of the theoretical maximum amount of product (1.0 means a 100% yield; for example, 0.34 means a 34% yield). The reactants are [N+:1]([C:4]1[CH:12]=[C:11]2[C:7]([CH:8]=[CH:9][NH:10]2)=[CH:6][CH:5]=1)([O-:3])=[O:2].CCN(C(C)C)C(C)C.[C:22](Br)([CH3:25])([CH3:24])[CH3:23]. The catalyst is CCCC[N+](CCCC)(CCCC)CCCC.[I-].C1(C)C=CC=CC=1.[O-]S(C(F)(F)F)(=O)=O.[Zn+2].[O-]S(C(F)(F)F)(=O)=O. The product is [C:22]([C:8]1[C:7]2[C:11](=[CH:12][C:4]([N+:1]([O-:3])=[O:2])=[CH:5][CH:6]=2)[NH:10][CH:9]=1)([CH3:25])([CH3:24])[CH3:23]. The yield is 0.190.